Task: Predict the reactants needed to synthesize the given product.. Dataset: Full USPTO retrosynthesis dataset with 1.9M reactions from patents (1976-2016) Given the product [CH2:1]([O:15][C:16]1[O:20][C:19]([C:21]([O:23][CH2:41][C:40]([F:44])([F:43])[F:39])=[O:22])=[CH:18][CH:17]=1)[CH2:2][CH2:3][CH2:4][CH2:5][CH2:6][CH2:7][CH2:8][CH2:9][CH2:10][CH2:11][CH2:12][CH2:13][CH3:14], predict the reactants needed to synthesize it. The reactants are: [CH2:1]([O:15][C:16]1[O:20][C:19]([C:21]([OH:23])=[O:22])=[CH:18][CH:17]=1)[CH2:2][CH2:3][CH2:4][CH2:5][CH2:6][CH2:7][CH2:8][CH2:9][CH2:10][CH2:11][CH2:12][CH2:13][CH3:14].C1(N=C=NC2CCCCC2)CCCCC1.[F:39][C:40]([F:44])([F:43])[CH2:41]O.CCOC(C)=O.